This data is from hERG potassium channel inhibition data for cardiac toxicity prediction from Karim et al.. The task is: Regression/Classification. Given a drug SMILES string, predict its toxicity properties. Task type varies by dataset: regression for continuous values (e.g., LD50, hERG inhibition percentage) or binary classification for toxic/non-toxic outcomes (e.g., AMES mutagenicity, cardiotoxicity, hepatotoxicity). Dataset: herg_karim. (1) The molecule is NC1=NC2(CO1)c1cc(-c3cccnc3C(F)(F)F)ccc1OC1(CCC1)C21COC1. The result is 0 (non-blocker). (2) The result is 0 (non-blocker). The compound is COc1ccc2ccc(=O)n(C[C@H](N)[C@@H]3CC[C@@H](NCc4ccc5c(n4)NC(=O)CO5)CO3)c2n1.